From a dataset of Reaction yield outcomes from USPTO patents with 853,638 reactions. Predict the reaction yield, written as a fraction of the theoretical maximum amount of product (1.0 means a 100% yield; for example, 0.34 means a 34% yield). (1) The reactants are [C:1]([O:7][CH2:8][CH3:9])(=[O:6])[CH2:2][C:3]([CH3:5])=O.[Br:10][C:11]1[CH:12]=[C:13]([CH:16]=[CH:17][C:18]=1[F:19])[CH:14]=O.[NH4+:20].[OH-:21]. The catalyst is CCO.C(Cl)Cl. The product is [Br:10][C:11]1[CH:12]=[C:13]([CH:14]2[C:2]([C:1]([O:7][CH2:8][CH3:9])=[O:6])=[C:3]([CH3:5])[NH:20][C:3]([CH3:5])=[C:2]2[C:1]([O:7][CH2:8][CH3:9])=[O:21])[CH:16]=[CH:17][C:18]=1[F:19]. The yield is 0.210. (2) The reactants are OCC1C(C)=CC(NC(CCN2CCC([O:21][C:22](=[O:36])[NH:23][C:24]3[CH:29]=[CH:28][CH:27]=[CH:26][C:25]=3[C:30]3[CH:35]=[CH:34][CH:33]=[CH:32][CH:31]=3)CC2)=O)=C(C)C=1.CS(C)=O.C(N(C(C)C)CC)(C)C.O. The catalyst is ClCCl. The product is [C:25]1([C:30]2[CH:35]=[CH:34][CH:33]=[CH:32][CH:31]=2)[CH:26]=[CH:27][CH:28]=[CH:29][C:24]=1[NH:23][C:22](=[O:21])[OH:36]. The yield is 1.00. (3) The reactants are OS(O)(=O)=O.[CH3:6][C:7]1[CH:12]=[C:11]([O:13][CH2:14][CH2:15][N:16]2[CH2:21][CH2:20][O:19][CH2:18][CH2:17]2)[C:10]([CH3:22])=[CH:9][C:8]=1[NH:23][C:24](=[O:28])[CH:25]=NO.C([O-])(O)=[O:30].[Na+]. No catalyst specified. The product is [CH3:22][C:10]1[C:11]([O:13][CH2:14][CH2:15][N:16]2[CH2:17][CH2:18][O:19][CH2:20][CH2:21]2)=[CH:12][C:7]([CH3:6])=[C:8]2[C:9]=1[C:25](=[O:30])[C:24](=[O:28])[NH:23]2. The yield is 0.870. (4) The reactants are Cl.[CH3:2][O:3][C:4]1[CH:16]=[CH:15][C:7]([CH2:8][C@@H:9]([C:11]([O:13][CH3:14])=[O:12])[NH2:10])=[CH:6][CH:5]=1.C(N(CC)CC)C.[C:24]([O:27][C:28]1[CH:38]=[CH:37][C:31]([CH:32]=[CH:33][C:34](O)=[O:35])=[CH:30][CH:29]=1)(=[O:26])[CH3:25].CCN=C=NCCCN(C)C.Cl. The catalyst is C(Cl)Cl. The product is [C:24]([O:27][C:28]1[CH:38]=[CH:37][C:31]([CH:32]=[CH:33][C:34]([NH:10][C@H:9]([C:11]([O:13][CH3:14])=[O:12])[CH2:8][C:7]2[CH:6]=[CH:5][C:4]([O:3][CH3:2])=[CH:16][CH:15]=2)=[O:35])=[CH:30][CH:29]=1)(=[O:26])[CH3:25]. The yield is 0.790. (5) The reactants are [CH:1]1([C:4]2[CH:9]=[CH:8][CH:7]=[CH:6][C:5]=2[NH:10][C:11]([NH:13]/[N:14]=[CH:15]/[C:16]2[CH:21]=[CH:20][C:19]([C:22]3[N:26]=[CH:25][N:24]([C:27]4[CH:32]=[CH:31][C:30]([O:33][C:34]([F:37])([F:36])[F:35])=[CH:29][CH:28]=4)[N:23]=3)=[CH:18][CH:17]=2)=[S:12])[CH2:3][CH2:2]1.C([O-])(=O)C.[Na+].Br[CH:44]([CH3:49])[C:45](OC)=[O:46]. The catalyst is CCO.C(Cl)Cl. The product is [CH:1]1([C:4]2[CH:9]=[CH:8][CH:7]=[CH:6][C:5]=2[N:10]2[C:45](=[O:46])[CH:44]([CH3:49])[S:12]/[C:11]/2=[N:13]/[N:14]=[CH:15]\[C:16]2[CH:17]=[CH:18][C:19]([C:22]3[N:26]=[CH:25][N:24]([C:27]4[CH:28]=[CH:29][C:30]([O:33][C:34]([F:35])([F:37])[F:36])=[CH:31][CH:32]=4)[N:23]=3)=[CH:20][CH:21]=2)[CH2:3][CH2:2]1. The yield is 0.300. (6) The reactants are [Cl:1][C:2]1[CH:7]=[CH:6][C:5]([C:8]2[C:12]3[CH2:13][N:14]([C:17](=[O:19])[CH3:18])[CH2:15][CH2:16][C:11]=3[N:10]([CH2:20][C@@H:21]3[CH2:23][O:22]3)[N:9]=2)=[CH:4][C:3]=1[CH3:24].[Cl:25][C:26]1[CH:27]=[CH:28][C:29]2[NH:33][C:32](=[O:34])[N:31]([CH:35]3[CH2:40][CH2:39][NH:38][CH2:37][CH2:36]3)[C:30]=2[CH:41]=1. The catalyst is CCO.C(Cl)Cl. The product is [C:17]([N:14]1[CH2:15][CH2:16][C:11]2[N:10]([CH2:20][C@@H:21]([OH:22])[CH2:23][N:38]3[CH2:37][CH2:36][CH:35]([N:31]4[C:30]5[CH:41]=[C:26]([Cl:25])[CH:27]=[CH:28][C:29]=5[NH:33][C:32]4=[O:34])[CH2:40][CH2:39]3)[N:9]=[C:8]([C:5]3[CH:6]=[CH:7][C:2]([Cl:1])=[C:3]([CH3:24])[CH:4]=3)[C:12]=2[CH2:13]1)(=[O:19])[CH3:18]. The yield is 0.120.